This data is from Forward reaction prediction with 1.9M reactions from USPTO patents (1976-2016). The task is: Predict the product of the given reaction. Given the reactants [NH2:1][C:2]1[N:7]=[C:6]([NH:8][CH2:9][C:10]([NH:12][C:13]2[CH:18]=[CH:17][CH:16]=[C:15]([C:19]([F:22])([F:21])[F:20])[CH:14]=2)=[O:11])[C:5]([CH:23]=[O:24])=[C:4]([S:25][CH3:26])[N:3]=1.[BH4-].[Na+], predict the reaction product. The product is: [NH2:1][C:2]1[N:7]=[C:6]([NH:8][CH2:9][C:10]([NH:12][C:13]2[CH:18]=[CH:17][CH:16]=[C:15]([C:19]([F:22])([F:20])[F:21])[CH:14]=2)=[O:11])[C:5]([CH2:23][OH:24])=[C:4]([S:25][CH3:26])[N:3]=1.